From a dataset of Reaction yield outcomes from USPTO patents with 853,638 reactions. Predict the reaction yield, written as a fraction of the theoretical maximum amount of product (1.0 means a 100% yield; for example, 0.34 means a 34% yield). The reactants are [CH3:1][O:2][C:3](=[O:13])[CH2:4][CH2:5][CH2:6][CH2:7][C:8](=[O:12])[CH2:9][CH2:10][OH:11]. The catalyst is O=O. The product is [CH3:1][O:2][C:3](=[O:13])[CH2:4][CH2:5][CH2:6][CH2:7][C@H:8]([OH:12])[CH2:9][CH2:10][OH:11]. The yield is 0.820.